This data is from Full USPTO retrosynthesis dataset with 1.9M reactions from patents (1976-2016). The task is: Predict the reactants needed to synthesize the given product. (1) Given the product [C:40]1([S:37]([N:28]2[C:29]3=[N:30][CH:31]=[C:32]([O:35][CH3:36])[CH:33]=[C:34]3[C:26]([CH2:24][C:21]3[CH:22]=[N:23][C:18]([NH:7][CH2:8][C:9]4[C:10]([O:16][CH3:17])=[N:11][CH:12]=[C:13]([F:15])[CH:14]=4)=[N:19][CH:20]=3)=[CH:27]2)(=[O:39])=[O:38])[CH:41]=[CH:42][CH:43]=[CH:44][CH:45]=1, predict the reactants needed to synthesize it. The reactants are: C(OC(=O)[N:7]([C:18]1[N:23]=[CH:22][C:21]([CH:24]([C:26]2[C:34]3[C:29](=[N:30][CH:31]=[C:32]([O:35][CH3:36])[CH:33]=3)[N:28]([S:37]([C:40]3[CH:45]=[CH:44][CH:43]=[CH:42][CH:41]=3)(=[O:39])=[O:38])[CH:27]=2)O)=[CH:20][N:19]=1)[CH2:8][C:9]1[C:10]([O:16][CH3:17])=[N:11][CH:12]=[C:13]([F:15])[CH:14]=1)(C)(C)C.C([SiH](CC)CC)C.FC(F)(F)C(O)=O.C(=O)([O-])[O-].[K+].[K+]. (2) Given the product [CH3:27][C@@H:28]1[CH2:33][N:32]([CH2:34][C:35]2[CH:36]=[CH:37][C:38]([N+:41]([O-:43])=[O:42])=[CH:39][CH:40]=2)[CH2:31][CH2:30][N:29]1[C:44]([O:46][C:47]([CH3:48])([CH3:50])[CH3:49])=[O:45], predict the reactants needed to synthesize it. The reactants are: [N+](C1C=CC(C=O)=CC=1)([O-])=O.Cl.C[C@@H]1CNCCN1C(OC(C)(C)C)=O.[CH3:27][C@H:28]1[CH2:33][N:32]([CH2:34][C:35]2[CH:40]=[CH:39][C:38]([N+:41]([O-:43])=[O:42])=[CH:37][CH:36]=2)[CH2:31][CH2:30][N:29]1[C:44]([O:46][C:47]([CH3:50])([CH3:49])[CH3:48])=[O:45]. (3) Given the product [Br:2][C:3]1[CH:10]=[CH:9][C:6]([CH2:7][C:19]2([OH:23])[CH2:22][CH2:21][CH2:20]2)=[CH:5][CH:4]=1, predict the reactants needed to synthesize it. The reactants are: [Mg].[Br:2][C:3]1[CH:10]=[CH:9][C:6]([CH2:7]Br)=[CH:5][CH:4]=1.C(Br)C1C=CC=CC=1.[C:19]1(=[O:23])[CH2:22][CH2:21][CH2:20]1. (4) Given the product [F:4][C:2]([C:5]1[CH:6]=[CH:7][C:8]([O:9][C:10]2[CH:11]=[CH:12][C:13]([CH:16]3[C:21]4=[N:22][S:23](=[O:27])(=[O:26])[CH2:24][CH2:25][N:20]4[CH2:19][CH2:18][CH2:17]3)=[CH:14][CH:15]=2)=[CH:28][CH:29]=1)([F:1])[CH3:3], predict the reactants needed to synthesize it. The reactants are: [F:1][C:2]([C:5]1[CH:29]=[CH:28][C:8]([O:9][C:10]2[CH:15]=[CH:14][C:13]([C:16]3[C:21]4=[N:22][S:23](=[O:27])(=[O:26])[CH2:24][CH2:25][N:20]4[CH:19]=[CH:18][CH:17]=3)=[CH:12][CH:11]=2)=[CH:7][CH:6]=1)([F:4])[CH3:3]. (5) Given the product [ClH:17].[CH3:3][C:4]1([CH3:21])[O:8][C@@H:7]2[CH2:9][CH2:10][CH2:11][CH2:12][C@H:13]([NH2:14])[C@@H:6]2[O:5]1, predict the reactants needed to synthesize it. The reactants are: [BH4-].[Na+].[CH3:3][C:4]1([CH3:21])[O:8][C@@H:7]2[CH2:9][CH2:10][CH2:11][CH2:12][C@H:13]([NH:14]C(=O)C(Cl)(Cl)[Cl:17])[C@@H:6]2[O:5]1. (6) Given the product [CH2:1]([O:8][C:9]1[CH:14]=[C:13]([CH3:15])[N:12]=[C:11]([CH3:16])[C:10]=1[CH:17]=[O:18])[C:2]1[CH:3]=[CH:4][CH:5]=[CH:6][CH:7]=1, predict the reactants needed to synthesize it. The reactants are: [CH2:1]([O:8][C:9]1[CH:14]=[C:13]([CH3:15])[N:12]=[C:11]([CH3:16])[C:10]=1[CH2:17][OH:18])[C:2]1[CH:7]=[CH:6][CH:5]=[CH:4][CH:3]=1.CC(OI1(OC(C)=O)(OC(C)=O)OC(=O)C2C=CC=CC1=2)=O.C(=O)(O)[O-].[Na+].S([O-])([O-])(=O)=S.[Na+].[Na+].